From a dataset of Full USPTO retrosynthesis dataset with 1.9M reactions from patents (1976-2016). Predict the reactants needed to synthesize the given product. (1) Given the product [CH3:21][C:19]1[CH:20]=[C:12]([C:10]#[C:9][CH2:8][N:5]2[CH2:6][CH2:7][N:2]([CH3:1])[CH2:3][CH2:4]2)[CH:13]=[C:14]2[C:18]=1[C:17](=[O:22])[N:16]([CH2:23][C:24]1[CH:29]=[CH:28][C:27]([O:30][C:31]([F:34])([F:32])[F:33])=[CH:26][CH:25]=1)[CH2:15]2, predict the reactants needed to synthesize it. The reactants are: [CH3:1][N:2]1[CH2:7][CH2:6][N:5]([CH2:8][C:9]#[CH:10])[CH2:4][CH2:3]1.Br[C:12]1[CH:13]=[C:14]2[C:18](=[C:19]([CH3:21])[CH:20]=1)[C:17](=[O:22])[N:16]([CH2:23][C:24]1[CH:29]=[CH:28][C:27]([O:30][C:31]([F:34])([F:33])[F:32])=[CH:26][CH:25]=1)[CH2:15]2.C(Cl)(Cl)Cl.CO. (2) Given the product [C:42]1([S:48]([NH:40][C:6]2[CH:5]=[C:4]([CH:9]=[CH:8][C:7]=2[O:10][C:11]2[CH:16]=[CH:15][C:14]([C:17]3[CH:22]=[CH:21][C:20](/[CH:23]=[CH:24]/[C:25]4[N:26]([CH2:38][CH3:39])[CH:27]=[C:28]([C:30]5[CH:35]=[CH:34][C:33]([Cl:36])=[CH:32][C:31]=5[Cl:37])[N:29]=4)=[CH:19][CH:18]=3)=[CH:13][CH:12]=2)[C:3]([OH:2])=[O:41])(=[O:50])=[O:49])[CH:47]=[CH:46][CH:45]=[CH:44][CH:43]=1, predict the reactants needed to synthesize it. The reactants are: C[O:2][C:3](=[O:41])[C:4]1[CH:9]=[CH:8][C:7]([O:10][C:11]2[CH:16]=[CH:15][C:14]([C:17]3[CH:22]=[CH:21][C:20](/[CH:23]=[CH:24]/[C:25]4[N:26]([CH2:38][CH3:39])[CH:27]=[C:28]([C:30]5[CH:35]=[CH:34][C:33]([Cl:36])=[CH:32][C:31]=5[Cl:37])[N:29]=4)=[CH:19][CH:18]=3)=[CH:13][CH:12]=2)=[C:6]([NH2:40])[CH:5]=1.[C:42]1([S:48](Cl)(=[O:50])=[O:49])[CH:47]=[CH:46][CH:45]=[CH:44][CH:43]=1. (3) Given the product [F:22][C:2]([F:1])([F:23])[C:3]1[CH:4]=[C:5]([N:9]2[CH2:14][CH2:13][NH:12][CH2:11][CH2:10]2)[CH:6]=[N:7][CH:8]=1, predict the reactants needed to synthesize it. The reactants are: [F:1][C:2]([F:23])([F:22])[C:3]1[CH:4]=[C:5]([N:9]2[CH2:14][CH2:13][N:12](C(OC(C)(C)C)=O)[CH2:11][CH2:10]2)[CH:6]=[N:7][CH:8]=1.Cl. (4) The reactants are: [F:1][C:2]1[CH:7]=[CH:6][C:5]([O:8][CH3:9])=[CH:4][C:3]=1[C:10]1[C:19]([OH:20])=[CH:18][C:13]([C:14]([O:16][CH3:17])=[O:15])=[CH:12][N:11]=1.C(=O)([O-])[O-].[K+].[K+].Br[CH2:28][CH:29]1[CH2:33][O:32][C:31]([CH3:35])([CH3:34])[CH2:30]1.O. Given the product [CH3:34][C:31]1([CH3:35])[O:32][CH2:33][CH:29]([CH2:28][O:20][C:19]2[C:10]([C:3]3[CH:4]=[C:5]([O:8][CH3:9])[CH:6]=[CH:7][C:2]=3[F:1])=[N:11][CH:12]=[C:13]([CH:18]=2)[C:14]([O:16][CH3:17])=[O:15])[CH2:30]1, predict the reactants needed to synthesize it. (5) The reactants are: C([Li])CCC.CCCCCC.C(OP([CH2:20][C:21]([CH3:28])=[CH:22][C:23]([O:25][CH2:26][CH3:27])=[O:24])(OCC)=O)C.[CH2:29]([O:31][C:32]1[C:33](/[C:46](/[CH2:51][CH3:52])=[C:47](/[F:50])\[CH:48]=O)=[CH:34][C:35]2[C:36]([CH3:45])([CH3:44])[CH2:37][CH2:38][C:39]([CH3:43])([CH3:42])[C:40]=2[CH:41]=1)[CH3:30]. Given the product [CH2:29]([O:31][C:32]1[C:33](/[C:46](/[CH2:51][CH3:52])=[C:47](/[F:50])\[CH:48]=[CH:20]\[C:21](\[CH3:28])=[CH:22]\[C:23]([O:25][CH2:26][CH3:27])=[O:24])=[CH:34][C:35]2[C:36]([CH3:44])([CH3:45])[CH2:37][CH2:38][C:39]([CH3:43])([CH3:42])[C:40]=2[CH:41]=1)[CH3:30], predict the reactants needed to synthesize it.